From a dataset of Reaction yield outcomes from USPTO patents with 853,638 reactions. Predict the reaction yield, written as a fraction of the theoretical maximum amount of product (1.0 means a 100% yield; for example, 0.34 means a 34% yield). (1) The reactants are Br[C:2]1[C:7](=[O:8])[N:6]([CH2:9][C:10]2[CH:15]=[CH:14][C:13]([C:16]3[C:17]([C:22]#[N:23])=[CH:18][CH:19]=[CH:20][CH:21]=3)=[CH:12][CH:11]=2)[C:5]([CH2:24][CH2:25][CH3:26])=[N:4][C:3]=1[CH2:27][CH3:28].[CH3:29][C:30]1[CH:35]=[C:34]([CH3:36])[N:33]=[CH:32][C:31]=1[OH:37].[OH-].[K+].CS(C)=O. The catalyst is C(OCC)(=O)C. The product is [CH3:29][C:30]1[CH:35]=[C:34]([CH3:36])[N:33]=[CH:32][C:31]=1[O:37][C:2]1[C:7](=[O:8])[N:6]([CH2:9][C:10]2[CH:15]=[CH:14][C:13]([C:16]3[C:17]([C:22]#[N:23])=[CH:18][CH:19]=[CH:20][CH:21]=3)=[CH:12][CH:11]=2)[C:5]([CH2:24][CH2:25][CH3:26])=[N:4][C:3]=1[CH2:27][CH3:28]. The yield is 0.800. (2) The product is [Cl:8][C:7]1[CH:6]=[CH:5][C:4]([CH:9]([Cl:19])[C:11]2[CH:16]=[CH:15][CH:14]=[CH:13][CH:12]=2)=[CH:3][C:2]=1[Cl:1]. No catalyst specified. The yield is 0.760. The reactants are [Cl:1][C:2]1[CH:3]=[C:4]([CH:9]([C:11]2[CH:16]=[CH:15][CH:14]=[CH:13][CH:12]=2)O)[CH:5]=[CH:6][C:7]=1[Cl:8].S(Cl)([Cl:19])=O. (3) The reactants are O[CH2:2][N:3]1[C:11]2[C:6](=[CH:7][CH:8]=[CH:9][CH:10]=2)[CH2:5][C:4]1=[O:12].[N:13]1[C:17]2[CH:18]=[CH:19][CH:20]=[CH:21][C:16]=2[NH:15][CH:14]=1.C(N1C=CN=C1)(N1C=CN=C1)=O. The catalyst is C(#N)C. The product is [N:13]1([CH2:2][N:3]2[C:11]3[C:6](=[CH:7][CH:8]=[CH:9][CH:10]=3)[CH2:5][C:4]2=[O:12])[C:17]2[CH:18]=[CH:19][CH:20]=[CH:21][C:16]=2[N:15]=[CH:14]1. The yield is 0.250. (4) The reactants are Br[C:2]1[CH:3]=[C:4]([O:12][CH2:13][C@@H:14]2[CH2:19][CH2:18][CH2:17][N:16]([CH3:20])[CH2:15]2)[C:5]2[N:6]([CH:9]=[N:10][CH:11]=2)[C:7]=1[Cl:8].[C:21]([C:23]1[CH:28]=[CH:27][C:26](B(O)O)=[CH:25][CH:24]=1)#[N:22].C1(C)C=CC=CC=1P(C1C=CC=CC=1C)C1C=CC=CC=1C.C(=O)([O-])[O-].[Na+].[Na+]. The catalyst is O1CCOCC1.O.C([O-])(=O)C.[Pd+2].C([O-])(=O)C. The product is [Cl:8][C:7]1[N:6]2[CH:9]=[N:10][CH:11]=[C:5]2[C:4]([O:12][CH2:13][C@@H:14]2[CH2:19][CH2:18][CH2:17][N:16]([CH3:20])[CH2:15]2)=[CH:3][C:2]=1[C:26]1[CH:27]=[CH:28][C:23]([C:21]#[N:22])=[CH:24][CH:25]=1. The yield is 0.820. (5) The reactants are [F:1][C:2]1[CH:9]=[CH:8][C:5](C#N)=[CH:4][N:3]=1.C[Mg]Br.C(=O)(O)[O-].[Na+].CC[O:20][CH2:21][CH3:22]. The catalyst is C1COCC1. The product is [F:1][C:2]1[N:3]=[CH:4][C:5]([C:21](=[O:20])[CH3:22])=[CH:8][CH:9]=1. The yield is 0.149. (6) The reactants are [C:1](Cl)(Cl)=[S:2].[NH2:5][C:6]1[C:15]2[C:10](=[CH:11][CH:12]=[CH:13][CH:14]=2)[C:9]([CH:16]2[CH2:18][CH2:17]2)=[CH:8][CH:7]=1.C(N(C(C)C)CC)(C)C.Cl. The catalyst is ClCCl.O. The product is [CH:16]1([C:9]2[C:10]3[C:15](=[CH:14][CH:13]=[CH:12][CH:11]=3)[C:6]([N:5]=[C:1]=[S:2])=[CH:7][CH:8]=2)[CH2:18][CH2:17]1. The yield is 0.860.